From a dataset of Forward reaction prediction with 1.9M reactions from USPTO patents (1976-2016). Predict the product of the given reaction. (1) Given the reactants [CH2:1]([NH:8][C:9]([C:11]1[N:15]=[C:14]([C@H:16]([CH2:25][CH2:26][CH2:27][CH:28]2[CH2:33][CH2:32][CH2:31][CH2:30][CH2:29]2)[CH2:17][C:18]([O:20]C(C)(C)C)=[O:19])[O:13][N:12]=1)=[O:10])[C:2]1[CH:7]=[CH:6][CH:5]=[CH:4][CH:3]=1.FC(F)(F)C(O)=O, predict the reaction product. The product is: [CH2:1]([NH:8][C:9]([C:11]1[N:15]=[C:14]([C@H:16]([CH2:25][CH2:26][CH2:27][CH:28]2[CH2:29][CH2:30][CH2:31][CH2:32][CH2:33]2)[CH2:17][C:18]([OH:20])=[O:19])[O:13][N:12]=1)=[O:10])[C:2]1[CH:3]=[CH:4][CH:5]=[CH:6][CH:7]=1. (2) Given the reactants [O:1]=[C:2]1[N:6]([C:7]2[CH:14]=[CH:13][C:10]([C:11]#[N:12])=[C:9]([C:15]([F:18])([F:17])[F:16])[CH:8]=2)[C@H:5]2[CH2:19][CH2:20][CH2:21][CH2:22][C@@H:4]2[NH:3]1.Br[C:24]1[CH:34]=[CH:33][C:27]([C:28]([O:30][CH2:31][CH3:32])=[O:29])=[C:26]([CH3:35])[CH:25]=1, predict the reaction product. The product is: [C:11]([C:10]1[CH:13]=[CH:14][C:7]([N:6]2[C@H:5]3[CH2:19][CH2:20][CH2:21][CH2:22][C@@H:4]3[N:3]([C:24]3[CH:34]=[CH:33][C:27]([C:28]([O:30][CH2:31][CH3:32])=[O:29])=[C:26]([CH3:35])[CH:25]=3)[C:2]2=[O:1])=[CH:8][C:9]=1[C:15]([F:18])([F:16])[F:17])#[N:12]. (3) Given the reactants [NH2:1][C:2]1[N:7]=[C:6]([C:8]2[O:9][CH:10]=[CH:11][CH:12]=2)[C:5]([C:13]#[N:14])=[C:4](S(C)=O)[N:3]=1.[CH3:18][O:19][C:20]1[CH:27]=[CH:26][CH:25]=[CH:24][C:21]=1[CH2:22][NH2:23], predict the reaction product. The product is: [NH2:1][C:2]1[N:7]=[C:6]([C:8]2[O:9][CH:10]=[CH:11][CH:12]=2)[C:5]([C:13]#[N:14])=[C:4]([NH:23][CH2:22][C:21]2[CH:24]=[CH:25][CH:26]=[CH:27][C:20]=2[O:19][CH3:18])[N:3]=1. (4) Given the reactants [Cl-:1].[CH:2]1([CH2:16][NH+:17]([CH3:19])[CH3:18])[C:15]2[N:7]([N:8]=[C:9]3[C:14]=2[CH:13]=[CH:12][CH:11]=[CH:10]3)[CH2:6][CH2:5][CH2:4][O:3]1.[CH:20](=O)C, predict the reaction product. The product is: [Cl-:1].[CH:2]1([CH2:16][NH+:17]([CH3:19])[CH2:18][CH3:20])[C:15]2[N:7]([N:8]=[C:9]3[C:14]=2[CH:13]=[CH:12][CH:11]=[CH:10]3)[CH2:6][CH2:5][CH2:4][O:3]1. (5) Given the reactants [CH2:1]([O:3][CH2:4][CH2:5][N:6]1[C:10]2=[N:11][CH:12]=[CH:13][CH:14]=[C:9]2[C:8]([CH:15]2[CH2:20][CH2:19][NH:18][CH2:17][CH2:16]2)=[CH:7]1)[CH3:2].[CH2:21]([O:23][C:24](=[O:35])[C:25]1[CH:30]=[C:29]([CH2:31]Br)[CH:28]=[CH:27][C:26]=1[O:33][CH3:34])[CH3:22], predict the reaction product. The product is: [CH2:21]([O:23][C:24](=[O:35])[C:25]1[CH:30]=[C:29]([CH2:31][N:18]2[CH2:17][CH2:16][CH:15]([C:8]3[C:9]4[C:10](=[N:11][CH:12]=[CH:13][CH:14]=4)[N:6]([CH2:5][CH2:4][O:3][CH2:1][CH3:2])[CH:7]=3)[CH2:20][CH2:19]2)[CH:28]=[CH:27][C:26]=1[O:33][CH3:34])[CH3:22]. (6) Given the reactants [C:1]([C:4]1[CH:27]=[CH:26][C:7]([O:8][CH2:9][C:10]2[CH:15]=[CH:14][C:13]([CH:16](O)[C:17]3[CH:18]=[C:19]([CH:22]=[CH:23][CH:24]=3)[C:20]#[N:21])=[CH:12][CH:11]=2)=[C:6]([CH2:28][CH2:29][CH3:30])[C:5]=1[OH:31])(=[O:3])[CH3:2].N12CCCN=C1CCCCC2.C1(P([N:57]=[N+:58]=[N-:59])(C2C=CC=CC=2)=O)C=CC=CC=1, predict the reaction product. The product is: [C:1]([C:4]1[CH:27]=[CH:26][C:7]([O:8][CH2:9][C:10]2[CH:15]=[CH:14][C:13]([CH:16]([N:57]=[N+:58]=[N-:59])[C:17]3[CH:18]=[C:19]([CH:22]=[CH:23][CH:24]=3)[C:20]#[N:21])=[CH:12][CH:11]=2)=[C:6]([CH2:28][CH2:29][CH3:30])[C:5]=1[OH:31])(=[O:3])[CH3:2]. (7) Given the reactants [F:1][C:2]1[C:7]([O:8][CH3:9])=[CH:6][C:5]([O:10][CH3:11])=[C:4]([F:12])[C:3]=1[N:13]1[CH2:18][C:17]2[CH:19]=[N:20][C:21]([C:23]3[C:24]([CH3:29])=[N:25][N:26]([CH3:28])[CH:27]=3)=[CH:22][C:16]=2[N:15]([CH:30]2[CH2:35][CH2:34][N:33](C(OC(C)(C)C)=O)[CH2:32][CH2:31]2)[C:14]1=[O:43].O1CCOCC1.Cl, predict the reaction product. The product is: [F:1][C:2]1[C:7]([O:8][CH3:9])=[CH:6][C:5]([O:10][CH3:11])=[C:4]([F:12])[C:3]=1[N:13]1[CH2:18][C:17]2[CH:19]=[N:20][C:21]([C:23]3[C:24]([CH3:29])=[N:25][N:26]([CH3:28])[CH:27]=3)=[CH:22][C:16]=2[N:15]([CH:30]2[CH2:35][CH2:34][NH:33][CH2:32][CH2:31]2)[C:14]1=[O:43]. (8) Given the reactants [Li+].[C:2]([C:6]1[CH:11]=[CH:10][C:9]([N:12]2[CH2:17][CH2:16][N:15]([CH2:18][CH:19]([CH3:23])[C:20]([O-:22])=O)[CH2:14][CH2:13]2)=[CH:8][CH:7]=1)([CH3:5])([CH3:4])[CH3:3].F[P-](F)(F)(F)(F)F.CN(C)C(ON1C2C=CC=CC=2N=N1)=[N+](C)C.C(N(C(C)C)CC)(C)C.Cl.[NH:58]1[CH2:63][CH2:62][CH:61]([NH:64][C:65]2[CH:72]=[CH:71][C:68]([C:69]#[N:70])=[C:67]([C:73]([F:76])([F:75])[F:74])[CH:66]=2)[CH2:60][CH2:59]1.[O-2].[Al+3].[O-2].[O-2].[Al+3], predict the reaction product. The product is: [C:2]([C:6]1[CH:7]=[CH:8][C:9]([N:12]2[CH2:13][CH2:14][N:15]([CH2:18][CH:19]([CH3:23])[C:20]([N:58]3[CH2:63][CH2:62][CH:61]([NH:64][C:65]4[CH:72]=[CH:71][C:68]([C:69]#[N:70])=[C:67]([C:73]([F:74])([F:75])[F:76])[CH:66]=4)[CH2:60][CH2:59]3)=[O:22])[CH2:16][CH2:17]2)=[CH:10][CH:11]=1)([CH3:5])([CH3:3])[CH3:4]. (9) Given the reactants [F:1][C:2]([F:24])([F:23])[O:3][C:4]1[CH:9]=[CH:8][C:7]([N:10]2[CH:14]=[N:13][C:12]([C:15]3[CH:22]=[CH:21][C:18]([C:19]#[N:20])=[CH:17][CH:16]=3)=[N:11]2)=[CH:6][CH:5]=1.[ClH:25], predict the reaction product. The product is: [ClH:25].[F:24][C:2]([F:1])([F:23])[O:3][C:4]1[CH:5]=[CH:6][C:7]([N:10]2[CH:14]=[N:13][C:12]([C:15]3[CH:22]=[CH:21][C:18]([CH2:19][NH2:20])=[CH:17][CH:16]=3)=[N:11]2)=[CH:8][CH:9]=1.